From a dataset of Reaction yield outcomes from USPTO patents with 853,638 reactions. Predict the reaction yield, written as a fraction of the theoretical maximum amount of product (1.0 means a 100% yield; for example, 0.34 means a 34% yield). (1) The reactants are CC(C)([O-])C.[K+].[CH2:7]([N:14]1[CH2:19][CH2:18][CH:17]([OH:20])[CH2:16][CH2:15]1)[C:8]1[CH:13]=[CH:12][CH:11]=[CH:10][CH:9]=1.F[C:22]1[C:27]([CH3:28])=[CH:26][CH:25]=[CH:24][N:23]=1. The catalyst is CS(C)=O. The product is [CH2:7]([N:14]1[CH2:19][CH2:18][CH:17]([O:20][C:22]2[C:27]([CH3:28])=[CH:26][CH:25]=[CH:24][N:23]=2)[CH2:16][CH2:15]1)[C:8]1[CH:9]=[CH:10][CH:11]=[CH:12][CH:13]=1. The yield is 0.850. (2) The reactants are [Br:1][C:2]1[CH:7]=[CH:6][C:5]([NH:8][C:9]2[N:17]=[C:16]([Cl:18])[CH:15]=[CH:14][C:10]=2[C:11]([OH:13])=[O:12])=[C:4]([F:19])[CH:3]=1.[CH3:20][Si](C=[N+]=[N-])(C)C. The catalyst is CO.C1C=CC=CC=1. The product is [CH3:20][O:12][C:11](=[O:13])[C:10]1[CH:14]=[CH:15][C:16]([Cl:18])=[N:17][C:9]=1[NH:8][C:5]1[CH:6]=[CH:7][C:2]([Br:1])=[CH:3][C:4]=1[F:19]. The yield is 0.930. (3) The reactants are [Br:1][C:2]1[CH:3]=[CH:4][C:5]([CH:8]=[O:9])=[N:6][CH:7]=1.[CH2:10]([Mg]Br)[CH3:11].C(OCC)C. The catalyst is C1COCC1. The product is [Br:1][C:2]1[CH:3]=[CH:4][C:5]([CH:8]([OH:9])[CH2:10][CH3:11])=[N:6][CH:7]=1. The yield is 0.450. (4) The reactants are [CH:1]([Mg]Cl)([CH2:3][CH3:4])[CH3:2].[CH3:7][Si:8]([O:11][CH3:12])(Cl)Cl.[Cl-].[NH4+]. No catalyst specified. The product is [CH:1]([Si:8]([CH:1]([CH2:3][CH3:4])[CH3:2])([CH3:7])[O:11][CH3:12])([CH2:3][CH3:4])[CH3:2]. The yield is 0.800. (5) The reactants are [Cl:1][C:2]1[CH:3]=[N:4][N:5]([CH3:16])[C:6]=1[C:7]1[CH:8]=[C:9]([C:13]([OH:15])=O)[S:10][C:11]=1[CH3:12].C(N(CC)C(C)C)(C)C.[NH2:26][C@@H:27]([CH2:40][CH:41]1[CH2:46][CH2:45][CH2:44][CH2:43][CH2:42]1)[CH2:28][N:29]1[C:37](=[O:38])[C:36]2[C:31](=[CH:32][CH:33]=[CH:34][CH:35]=2)[C:30]1=[O:39].CC(OC(N[C@H](C(O)=O)CC1C=CC=CC=1C(F)(F)F)=O)(C)C.F[P-](F)(F)(F)(F)F.Br[P+](N1CCCC1)(N1CCCC1)N1CCCC1. The catalyst is C(Cl)Cl. The product is [Cl:1][C:2]1[CH:3]=[N:4][N:5]([CH3:16])[C:6]=1[C:7]1[CH:8]=[C:9]([C:13]([NH:26][C@H:27]([CH2:28][N:29]2[C:37](=[O:38])[C:36]3[C:31](=[CH:32][CH:33]=[CH:34][CH:35]=3)[C:30]2=[O:39])[CH2:40][CH:41]2[CH2:46][CH2:45][CH2:44][CH2:43][CH2:42]2)=[O:15])[S:10][C:11]=1[CH3:12]. The yield is 0.710.